Dataset: Forward reaction prediction with 1.9M reactions from USPTO patents (1976-2016). Task: Predict the product of the given reaction. (1) Given the reactants Cl[C:2](Cl)([O:4]C(=O)OC(Cl)(Cl)Cl)Cl.[F:13][C:14]([F:27])([F:26])[C:15]1[CH:24]=[C:23]2[C:18]([C@@H:19]([NH2:25])[CH2:20][CH2:21][O:22]2)=[CH:17][CH:16]=1.C(N(CC)C(C)C)(C)C.Cl.[Cl:38][C:39]1[CH:59]=[CH:58][C:42]([CH2:43][N:44]2[C:48]([C:49]([F:52])([F:51])[F:50])=[N:47][N:46]=[C:45]2[C@H:53]2[CH2:57][CH2:56][CH2:55][NH:54]2)=[CH:41][CH:40]=1.C([O-])(O)=O.[Na+], predict the reaction product. The product is: [Cl:38][C:39]1[CH:59]=[CH:58][C:42]([CH2:43][N:44]2[C:48]([C:49]([F:52])([F:51])[F:50])=[N:47][N:46]=[C:45]2[C@H:53]2[CH2:57][CH2:56][CH2:55][N:54]2[C:2]([NH:25][C@@H:19]2[C:18]3[C:23](=[CH:24][C:15]([C:14]([F:13])([F:26])[F:27])=[CH:16][CH:17]=3)[O:22][CH2:21][CH2:20]2)=[O:4])=[CH:41][CH:40]=1. (2) Given the reactants C1C=CC(P(C2C([O:20][C:21]3C(P(C4C=CC=CC=4)C4C=CC=CC=4)=CC=CC=3)=CC=CC=2)C2C=CC=CC=2)=CC=1.Br[C:41]1[CH:49]=[C:48]2[C:44]([C:45]([CH:50]3[CH2:55][CH2:54][CH2:53][CH2:52][CH2:51]3)=[CH:46][NH:47]2)=[CH:43][CH:42]=1.[CH3:56][N:57]([CH3:62])[S:58]([NH2:61])(=[O:60])=[O:59].C([O-])([O-])=O.[K+].[K+], predict the reaction product. The product is: [CH:50]1([C:45]2[C:44]3[C:48](=[CH:49][C:41]([C:21]([NH:61][S:58](=[O:60])(=[O:59])[N:57]([CH3:62])[CH3:56])=[O:20])=[CH:42][CH:43]=3)[NH:47][CH:46]=2)[CH2:55][CH2:54][CH2:53][CH2:52][CH2:51]1. (3) Given the reactants [Br:1][C:2]1[CH:3]=[C:4]([CH:19]=[C:20]([OH:22])[CH:21]=1)[C:5]([NH:7][C:8]1[CH:13]=[CH:12][CH:11]=[CH:10][C:9]=1[CH2:14][C:15]([O:17][CH3:18])=[O:16])=[O:6].[N:23]1[CH:28]=[CH:27][CH:26]=[N:25][C:24]=1[CH2:29]O.C1(P(C2C=CC=CC=2)C2C=CC=CC=2)C=CC=CC=1.CCOC(/N=N/C(OCC)=O)=O, predict the reaction product. The product is: [Br:1][C:2]1[CH:3]=[C:4]([CH:19]=[C:20]([O:22][CH2:29][C:24]2[N:25]=[CH:26][CH:27]=[CH:28][N:23]=2)[CH:21]=1)[C:5]([NH:7][C:8]1[CH:13]=[CH:12][CH:11]=[CH:10][C:9]=1[CH2:14][C:15]([O:17][CH3:18])=[O:16])=[O:6]. (4) Given the reactants [CH3:1][C:2]1[S:3][CH:4]=[CH:5][N:6]=1.[NH2:7][O:8][S:9]([C:12]1[C:17]([CH3:18])=[CH:16][C:15]([CH3:19])=[CH:14][C:13]=1[CH3:20])(=[O:11])=[O:10].C(OC(C)C)(C)C, predict the reaction product. The product is: [CH3:18][C:17]1[CH:16]=[C:15]([CH3:19])[CH:14]=[C:13]([CH3:20])[C:12]=1[S:9]([O-:11])(=[O:10])=[O:8].[NH2:7][N+:6]1[CH:5]=[CH:4][S:3][C:2]=1[CH3:1]. (5) Given the reactants C(=O)([O-])[O-].[K+].[K+].C([O:10][CH2:11][C@H:12]([O:40]C(=O)C)[C@H:13]1[O:17][C:16](=[O:18])[N:15]([C:19]2[CH:28]=[C:27]3[C:22]([CH:23]=[C:24]([C:30]4[CH:35]=[CH:34][CH:33]=[CH:32][C:31]=4[C:36]([F:39])([F:38])[F:37])[NH:25][C:26]3=[O:29])=[CH:21][CH:20]=2)[CH2:14]1)(=O)C.Cl, predict the reaction product. The product is: [OH:40][C@H:12]([C@H:13]1[O:17][C:16](=[O:18])[N:15]([C:19]2[CH:28]=[C:27]3[C:22]([CH:23]=[C:24]([C:30]4[CH:35]=[CH:34][CH:33]=[CH:32][C:31]=4[C:36]([F:37])([F:39])[F:38])[NH:25][C:26]3=[O:29])=[CH:21][CH:20]=2)[CH2:14]1)[CH2:11][OH:10]. (6) Given the reactants Br[CH2:2][CH2:3][CH2:4][CH2:5][CH2:6][O:7][C:8]1[CH:36]=[CH:35][CH:34]=[CH:33][C:9]=1[CH2:10][CH2:11][N:12]([CH2:22][C:23]1[CH:32]=[CH:31][C:26]([C:27]([O:29][CH3:30])=[O:28])=[CH:25][CH:24]=1)[CH2:13][CH2:14][CH2:15][CH2:16][C:17]([O:19][CH2:20][CH3:21])=[O:18].[C:37]1([N:43]2[CH2:48][CH2:47][NH:46][CH2:45][CH2:44]2)[CH:42]=[CH:41][CH:40]=[CH:39][CH:38]=1.C(N(CC)CC)C, predict the reaction product. The product is: [CH2:20]([O:19][C:17](=[O:18])[CH2:16][CH2:15][CH2:14][CH2:13][N:12]([CH2:22][C:23]1[CH:32]=[CH:31][C:26]([C:27]([O:29][CH3:30])=[O:28])=[CH:25][CH:24]=1)[CH2:11][CH2:10][C:9]1[CH:33]=[CH:34][CH:35]=[CH:36][C:8]=1[O:7][CH2:6][CH2:5][CH2:4][CH2:3][CH2:2][N:46]1[CH2:47][CH2:48][N:43]([C:37]2[CH:42]=[CH:41][CH:40]=[CH:39][CH:38]=2)[CH2:44][CH2:45]1)[CH3:21]. (7) Given the reactants [CH3:1][O:2][C:3]1[CH:8]=[CH:7][C:6]([C:9]([NH:24][C:25]2[CH2:26][S:27](=[O:44])(=[O:43])[CH2:28][CH2:29][C@:30]([C:35]3[CH:40]=[C:39](Br)[CH:38]=[CH:37][C:36]=3[F:42])([CH:32]([F:34])[F:33])[N:31]=2)([C:16]2[CH:21]=[CH:20][C:19]([O:22][CH3:23])=[CH:18][CH:17]=2)[C:10]2[CH:15]=[CH:14][CH:13]=[CH:12][CH:11]=2)=[CH:5][CH:4]=1.CC(C)([O-])C.[Na+].C(P(C(C)(C)C)C1C=CC=CC=1C1C(C(C)C)=CC(C(C)C)=CC=1C(C)C)(C)(C)C.[C:81](=[NH:94])([C:88]1[CH:93]=[CH:92][CH:91]=[CH:90][CH:89]=1)[C:82]1[CH:87]=[CH:86][CH:85]=[CH:84][CH:83]=1, predict the reaction product. The product is: [C:81](=[N:94][C:39]1[CH:38]=[CH:37][C:36]([F:42])=[C:35]([C@:30]2([CH:32]([F:34])[F:33])[CH2:29][CH2:28][S:27](=[O:44])(=[O:43])[CH2:26][C:25]([NH:24][C:9]([C:16]3[CH:21]=[CH:20][C:19]([O:22][CH3:23])=[CH:18][CH:17]=3)([C:6]3[CH:7]=[CH:8][C:3]([O:2][CH3:1])=[CH:4][CH:5]=3)[C:10]3[CH:15]=[CH:14][CH:13]=[CH:12][CH:11]=3)=[N:31]2)[CH:40]=1)([C:88]1[CH:89]=[CH:90][CH:91]=[CH:92][CH:93]=1)[C:82]1[CH:87]=[CH:86][CH:85]=[CH:84][CH:83]=1.